From a dataset of Reaction yield outcomes from USPTO patents with 853,638 reactions. Predict the reaction yield, written as a fraction of the theoretical maximum amount of product (1.0 means a 100% yield; for example, 0.34 means a 34% yield). (1) The reactants are N=C=N.ON1C2C=CC=CC=2N=N1.[Cl:14][C:15]1[CH:16]=[C:17]([NH:21][C:22]2[CH:30]=[C:29]([C:31]([F:34])([F:33])[F:32])[C:25]([C:26]([OH:28])=O)=[CH:24][N:23]=2)[CH:18]=[CH:19][CH:20]=1.C(N(C(C)C)CC)(C)C.[O:44]=[S:45]1(=[O:52])[CH2:49][CH2:48][CH:47]([CH2:50][NH2:51])[CH2:46]1.F[P-](F)(F)(F)(F)F.C([N+]1C=CN(C)C=1)CCC. The catalyst is ClCCl. The product is [Cl:14][C:15]1[CH:16]=[C:17]([NH:21][C:22]2[CH:30]=[C:29]([C:31]([F:34])([F:33])[F:32])[C:25]([C:26]([NH:51][CH2:50][CH:47]3[CH2:48][CH2:49][S:45](=[O:52])(=[O:44])[CH2:46]3)=[O:28])=[CH:24][N:23]=2)[CH:18]=[CH:19][CH:20]=1. The yield is 0.470. (2) The reactants are [H-].[Na+].[C:3](=[O:10])([O:7][CH2:8][CH3:9])OCC.[C:11]([C:14]1[CH:22]=[CH:21][CH:20]=[C:19]2[C:15]=1[C:16]1([C:36]3[C:27](=[CH:28][C:29]4[O:34][CH2:33][CH2:32][O:31][C:30]=4[CH:35]=3)[O:26][CH2:25]1)[C:17](=[O:24])[N:18]2[CH3:23])(=[O:13])[CH3:12].O. The catalyst is O1CCCC1. The product is [CH3:23][N:18]1[C:19]2[C:15](=[C:14]([C:11](=[O:13])[CH2:12][C:3]([O:7][CH2:8][CH3:9])=[O:10])[CH:22]=[CH:21][CH:20]=2)[C:16]2([C:36]3[C:27](=[CH:28][C:29]4[O:34][CH2:33][CH2:32][O:31][C:30]=4[CH:35]=3)[O:26][CH2:25]2)[C:17]1=[O:24]. The yield is 0.390.